From a dataset of CYP1A2 inhibition data for predicting drug metabolism from PubChem BioAssay. Regression/Classification. Given a drug SMILES string, predict its absorption, distribution, metabolism, or excretion properties. Task type varies by dataset: regression for continuous measurements (e.g., permeability, clearance, half-life) or binary classification for categorical outcomes (e.g., BBB penetration, CYP inhibition). Dataset: cyp1a2_veith. (1) The drug is C=C1[C@@H](O)[C@@H]2/C=C\C[C@H](C)C(=O)[C@@](C)(O)/C=C\[C@@H](OC(C)=O)[C@@]23C(=O)N[C@H](Cc2ccccc2)[C@@H]3[C@@H]1C. The result is 0 (non-inhibitor). (2) The compound is O=C(CSc1ccccn1)Nc1nc2ccc(Br)cc2s1. The result is 1 (inhibitor). (3) The molecule is O=C1CCCC=C1[C@@H](O)C1CCCCC1. The result is 0 (non-inhibitor). (4) The drug is CC(Sc1ccc2c(c1)OCCO2)C(=O)Nc1ncc(Cl)cc1Cl. The result is 1 (inhibitor). (5) The drug is O=C(Cn1c(O)c(/C=C2\C=Nc3ccccc32)sc1=O)Nc1ccc2c(c1)OCO2. The result is 0 (non-inhibitor).